Regression/Classification. Given a drug SMILES string, predict its toxicity properties. Task type varies by dataset: regression for continuous values (e.g., LD50, hERG inhibition percentage) or binary classification for toxic/non-toxic outcomes (e.g., AMES mutagenicity, cardiotoxicity, hepatotoxicity). Dataset: ld50_zhu. From a dataset of Acute oral toxicity (LD50) regression data from Zhu et al.. (1) The drug is CC(=O)Oc1cccc(Oc2ccc(C(F)(F)F)cc2Cl)c1. The rat oral LD50 is 2.12, given as -log10 of the dose in mol/kg body weight (higher means more acutely toxic). (2) The compound is CC(C)=CC1C(C(=O)OCN2C(=O)C3=C(CCCC3)C2=O)C1(C)C. The rat oral LD50 is 1.83, given as -log10 of the dose in mol/kg body weight (higher means more acutely toxic).